From a dataset of NCI-60 drug combinations with 297,098 pairs across 59 cell lines. Regression. Given two drug SMILES strings and cell line genomic features, predict the synergy score measuring deviation from expected non-interaction effect. (1) Drug 1: CC1=C2C(C(=O)C3(C(CC4C(C3C(C(C2(C)C)(CC1OC(=O)C(C(C5=CC=CC=C5)NC(=O)OC(C)(C)C)O)O)OC(=O)C6=CC=CC=C6)(CO4)OC(=O)C)O)C)O. Drug 2: N.N.Cl[Pt+2]Cl. Cell line: RXF 393. Synergy scores: CSS=8.79, Synergy_ZIP=1.54, Synergy_Bliss=0.943, Synergy_Loewe=-1.44, Synergy_HSA=1.17. (2) Drug 1: CC12CCC(CC1=CCC3C2CCC4(C3CC=C4C5=CN=CC=C5)C)O. Drug 2: C1CNP(=O)(OC1)N(CCCl)CCCl. Cell line: HCT116. Synergy scores: CSS=9.82, Synergy_ZIP=0.834, Synergy_Bliss=1.92, Synergy_Loewe=1.98, Synergy_HSA=1.78. (3) Drug 1: CC1=C(C(=CC=C1)Cl)NC(=O)C2=CN=C(S2)NC3=CC(=NC(=N3)C)N4CCN(CC4)CCO. Drug 2: CC1C(C(CC(O1)OC2CC(CC3=C2C(=C4C(=C3O)C(=O)C5=CC=CC=C5C4=O)O)(C(=O)C)O)N)O. Cell line: SF-268. Synergy scores: CSS=46.3, Synergy_ZIP=3.90, Synergy_Bliss=6.16, Synergy_Loewe=5.55, Synergy_HSA=6.71. (4) Drug 1: CC1=CC=C(C=C1)C2=CC(=NN2C3=CC=C(C=C3)S(=O)(=O)N)C(F)(F)F. Drug 2: N.N.Cl[Pt+2]Cl. Cell line: SF-539. Synergy scores: CSS=47.1, Synergy_ZIP=-0.973, Synergy_Bliss=-3.17, Synergy_Loewe=-8.62, Synergy_HSA=-1.54. (5) Drug 1: CC(C)NC(=O)C1=CC=C(C=C1)CNNC.Cl. Drug 2: C(CCl)NC(=O)N(CCCl)N=O. Cell line: SR. Synergy scores: CSS=-1.23, Synergy_ZIP=-20.0, Synergy_Bliss=-41.4, Synergy_Loewe=-60.8, Synergy_HSA=-43.9. (6) Synergy scores: CSS=31.8, Synergy_ZIP=8.32, Synergy_Bliss=12.8, Synergy_Loewe=2.66, Synergy_HSA=12.1. Drug 1: C1C(C(OC1N2C=NC(=NC2=O)N)CO)O. Cell line: MDA-MB-231. Drug 2: C1CCC(C(C1)N)N.C(=O)(C(=O)[O-])[O-].[Pt+4]. (7) Drug 1: CC1=CC=C(C=C1)C2=CC(=NN2C3=CC=C(C=C3)S(=O)(=O)N)C(F)(F)F. Drug 2: CCC1(CC2CC(C3=C(CCN(C2)C1)C4=CC=CC=C4N3)(C5=C(C=C6C(=C5)C78CCN9C7C(C=CC9)(C(C(C8N6C=O)(C(=O)OC)O)OC(=O)C)CC)OC)C(=O)OC)O.OS(=O)(=O)O. Cell line: ACHN. Synergy scores: CSS=9.23, Synergy_ZIP=-0.948, Synergy_Bliss=3.21, Synergy_Loewe=0.297, Synergy_HSA=2.03.